From a dataset of Catalyst prediction with 721,799 reactions and 888 catalyst types from USPTO. Predict which catalyst facilitates the given reaction. (1) Reactant: [NH2:1][C:2]1[C:3]([C:12](=O)[CH2:13][Cl:14])=[CH:4][C:5]2[O:10][CH2:9][CH2:8][O:7][C:6]=2[CH:11]=1.C(N([CH2:21][CH3:22])CC)C.C([CH:25]([C:29](Cl)=[O:30])[C:26](Cl)=[O:27])C.Cl.[OH2:33]. Product: [CH2:21]([O:33][C:29]([C:25]1[C:26](=[O:27])[NH:1][C:2]2[CH:11]=[C:6]3[O:7][CH2:8][CH2:9][O:10][C:5]3=[CH:4][C:3]=2[C:12]=1[CH2:13][Cl:14])=[O:30])[CH3:22]. The catalyst class is: 10. (2) Reactant: Cl[C:2]1[N:7]=[C:6]([N:8]2[C:12]([CH3:13])=[CH:11][C:10]([CH3:14])=[N:9]2)[N:5]=[C:4]([NH:15][C:16](=[O:18])[CH3:17])[CH:3]=1.[Cl:19][C:20]1[N:25]=[C:24](B2OC(C)(C)C(C)(C)O2)[CH:23]=[CH:22][CH:21]=1.C(=O)([O-])[O-].[K+].[K+].O1CCOCC1. Product: [Cl:19][C:20]1[N:25]=[C:24]([C:2]2[N:7]=[C:6]([N:8]3[C:12]([CH3:13])=[CH:11][C:10]([CH3:14])=[N:9]3)[N:5]=[C:4]([NH:15][C:16](=[O:18])[CH3:17])[CH:3]=2)[CH:23]=[CH:22][CH:21]=1. The catalyst class is: 103. (3) Reactant: [NH2:1][CH:2]([C:6]1[CH:11]=[CH:10][C:9]([Cl:12])=[C:8]([CH3:13])[CH:7]=1)[C:3](O)=[O:4].[H-].[Al+3].[Li+].[H-].[H-].[H-]. Product: [NH2:1][CH:2]([C:6]1[CH:11]=[CH:10][C:9]([Cl:12])=[C:8]([CH3:13])[CH:7]=1)[CH2:3][OH:4]. The catalyst class is: 7. (4) Product: [CH3:29][C:26]([O:25][C:23]([N:20]1[CH2:19][CH2:18][C:17]2[CH:30]=[CH:31][C:14]([O:13][C:10]3[N:11]=[CH:12][C:7]([C:5]([OH:6])=[O:4])=[N:8][CH:9]=3)=[CH:15][C:16]=2[CH2:22][CH2:21]1)=[O:24])([CH3:27])[CH3:28]. The catalyst class is: 21. Reactant: [OH-].[Na+].C[O:4][C:5]([C:7]1[N:8]=[CH:9][C:10]([O:13][C:14]2[CH:31]=[CH:30][C:17]3[CH2:18][CH2:19][N:20]([C:23]([O:25][C:26]([CH3:29])([CH3:28])[CH3:27])=[O:24])[CH2:21][CH2:22][C:16]=3[CH:15]=2)=[N:11][CH:12]=1)=[O:6].Cl.O. (5) Reactant: [C:1]([C:3]1[CH:8]=[CH:7][C:6]([CH2:9][C:10]([NH:12][CH:13]2[CH2:18][CH2:17][N:16]([CH2:19][CH2:20][CH:21]([C:28]3[CH:33]=[CH:32][CH:31]=[CH:30][CH:29]=3)[C:22]3[CH:27]=[CH:26][CH:25]=[CH:24][CH:23]=3)[CH2:15][CH2:14]2)=[O:11])=[CH:5][CH:4]=1)#[N:2].S(=O)(=O)(O)[OH:35].C([O-])(O)=O.[Na+]. Product: [C:28]1([CH:21]([C:22]2[CH:23]=[CH:24][CH:25]=[CH:26][CH:27]=2)[CH2:20][CH2:19][N:16]2[CH2:15][CH2:14][CH:13]([NH:12][C:10]([CH2:9][C:6]3[CH:5]=[CH:4][C:3]([C:1]([NH2:2])=[O:35])=[CH:8][CH:7]=3)=[O:11])[CH2:18][CH2:17]2)[CH:29]=[CH:30][CH:31]=[CH:32][CH:33]=1. The catalyst class is: 6. (6) Reactant: [CH2:1]([CH:3]([C:6]1[C:7]2[N:8]([C:13](I)=[C:14]([CH3:16])[N:15]=2)[N:9]=[C:10]([CH3:12])[CH:11]=1)[CH2:4][CH3:5])[CH3:2].C([Li])(C)(C)C.[B:23](OC)([O:26]C)[O:24]C.CCCCCC. Product: [CH2:1]([CH:3]([C:6]1[C:7]2[N:8]([C:13]([B:23]([OH:26])[OH:24])=[C:14]([CH3:16])[N:15]=2)[N:9]=[C:10]([CH3:12])[CH:11]=1)[CH2:4][CH3:5])[CH3:2]. The catalyst class is: 721. (7) Reactant: Cl.[Cl:2][C:3]1[CH:4]=[C:5]([NH:18][C:19]2[C:20]3[NH:27][CH:26]=[CH:25][C:21]=3[N:22]=[CH:23][N:24]=2)[CH:6]=[CH:7][C:8]=1[O:9][CH2:10][C:11]1[CH:16]=[CH:15][CH:14]=[C:13]([F:17])[CH:12]=1.C(=O)([O-])[O-].[K+].[K+].[CH3:34][O:35][C:36]1[CH:37]=[C:38]([CH:42]=[CH:43][C:44]=1[O:45][CH3:46])[C:39](Cl)=[O:40]. Product: [Cl:2][C:3]1[CH:4]=[C:5]([NH:18][C:19]2[C:20]3[N:27]([C:39](=[O:40])[C:38]4[CH:42]=[CH:43][C:44]([O:45][CH3:46])=[C:36]([O:35][CH3:34])[CH:37]=4)[CH:26]=[CH:25][C:21]=3[N:22]=[CH:23][N:24]=2)[CH:6]=[CH:7][C:8]=1[O:9][CH2:10][C:11]1[CH:16]=[CH:15][CH:14]=[C:13]([F:17])[CH:12]=1. The catalyst class is: 9. (8) Reactant: [Na].[NH:2]1[C:6]([NH2:7])=[CH:5][CH:4]=[N:3]1.C[CH2:9][CH:10]([C:15](OCC)=[O:16])[C:11](OC)=[O:12]. Product: [CH3:9][C:10]1[C:15]([OH:16])=[N:7][C:6]2[N:2]([N:3]=[CH:4][CH:5]=2)[C:11]=1[OH:12]. The catalyst class is: 8. (9) Reactant: [C:1]1([S:7]([CH:10]([NH2:29])[C:11]2O[C:15]([C:17]([OH:19])=[O:18])=[C:14]([O:20][CH2:21][C:22]3[CH:27]=[CH:26][CH:25]=[CH:24][CH:23]=3)[C:13](=[O:28])[CH:12]=2)(=[O:9])=[O:8])[CH:6]=[CH:5][CH:4]=[CH:3][CH:2]=1.[CH3:30][NH2:31]. Product: [C:1]1([S:7]([CH:10]([NH2:29])[C:11]2[N:31]([CH3:30])[C:15]([C:17]([OH:19])=[O:18])=[C:14]([O:20][CH2:21][C:22]3[CH:27]=[CH:26][CH:25]=[CH:24][CH:23]=3)[C:13](=[O:28])[CH:12]=2)(=[O:9])=[O:8])[CH:6]=[CH:5][CH:4]=[CH:3][CH:2]=1. The catalyst class is: 5. (10) Reactant: [N:1]([CH2:4][CH2:5][CH2:6][CH2:7][CH2:8][O:9][C:10]1[CH:15]=[CH:14][CH:13]=[C:12]([N+:16]([O-:18])=[O:17])[CH:11]=1)=[N+]=[N-].C1(P(C2C=CC=CC=2)C2C=CC=CC=2)C=CC=CC=1. Product: [N+:16]([C:12]1[CH:11]=[C:10]([CH:15]=[CH:14][CH:13]=1)[O:9][CH2:8][CH2:7][CH2:6][CH2:5][CH2:4][NH2:1])([O-:18])=[O:17]. The catalyst class is: 20.